Dataset: Acute oral toxicity (LD50) regression data from Zhu et al.. Task: Regression/Classification. Given a drug SMILES string, predict its toxicity properties. Task type varies by dataset: regression for continuous values (e.g., LD50, hERG inhibition percentage) or binary classification for toxic/non-toxic outcomes (e.g., AMES mutagenicity, cardiotoxicity, hepatotoxicity). Dataset: ld50_zhu. (1) The molecule is OCC(O)C1OC2OC(C(Cl)(Cl)Cl)OC2C1O. The rat oral LD50 is 2.89, given as -log10 of the dose in mol/kg body weight (higher means more acutely toxic). (2) The drug is COP(=O)(OC)Sc1ccc(Cl)cc1. The rat oral LD50 is 3.40, given as -log10 of the dose in mol/kg body weight (higher means more acutely toxic). (3) The compound is CC(C)OP(=S)(OC(C)C)SCCNS(=O)(=O)c1ccccc1. The rat oral LD50 is 3.17, given as -log10 of the dose in mol/kg body weight (higher means more acutely toxic).